Dataset: Forward reaction prediction with 1.9M reactions from USPTO patents (1976-2016). Task: Predict the product of the given reaction. (1) The product is: [NH2:27][C:20]1[N:19]=[C:18]2[C:23]([N:24]=[CH:25][N:17]2[C@@H:13]2[O:12][C@H:11]([CH2:28][OH:29])[C@@H:10]([OH:9])[C@:14]2([F:16])[CH3:15])=[C:22]([NH:39][CH3:38])[N:21]=1. Given the reactants C([O:9][C@H:10]1[C@:14]([F:16])([CH3:15])[C@H:13]([N:17]2[CH:25]=[N:24][C:23]3[C:18]2=[N:19][C:20]([NH2:27])=[N:21][C:22]=3Cl)[O:12][C@@H:11]1[CH2:28][O:29]C(=O)C1C=CC=CC=1)(=O)C1C=CC=CC=1.[CH3:38][NH2:39], predict the reaction product. (2) Given the reactants [C:1]([CH2:3][NH:4][C:5]([C@@H:7]1[C@@H:12]2[CH2:13][C@@H:9]([CH:10]=[CH:11]2)[C@H:8]1[C:14](O)=[O:15])=[O:6])#[N:2].CN1CCOCC1.ClC(OCC(C)C)=O.[BH4-].[Na+], predict the reaction product. The product is: [C:1]([CH2:3][NH:4][C:5]([CH:7]1[CH:8]([CH2:14][OH:15])[CH:9]2[CH2:13][CH:12]1[CH:11]=[CH:10]2)=[O:6])#[N:2]. (3) Given the reactants C1C(=O)N([Br:8])C(=O)C1.[CH3:9][O:10][C:11](=[O:20])[C:12]1[C:13](=[CH:15][CH:16]=[C:17]([Cl:19])[CH:18]=1)[OH:14], predict the reaction product. The product is: [Br:8][C:15]1[C:13]([OH:14])=[C:12]([CH:18]=[C:17]([Cl:19])[CH:16]=1)[C:11]([O:10][CH3:9])=[O:20]. (4) Given the reactants [Cl:1][C:2]1[CH:3]=[CH:4][C:5]2[NH:11][C:10](=O)[C@@H:9]([CH2:13][C:14]([O:16][CH:17]([CH3:19])[CH3:18])=[O:15])[S:8][C@H:7]([C:20]3[CH:25]=[CH:24][CH:23]=[CH:22][C:21]=3[Cl:26])[C:6]=2[CH:27]=1.COC1C=CC(P2(SP(C3C=CC(OC)=CC=3)(=S)S2)=[S:37])=CC=1, predict the reaction product. The product is: [Cl:1][C:2]1[CH:3]=[CH:4][C:5]2[NH:11][C:10](=[S:37])[C@@H:9]([CH2:13][C:14]([O:16][CH:17]([CH3:19])[CH3:18])=[O:15])[S:8][C@H:7]([C:20]3[CH:25]=[CH:24][CH:23]=[CH:22][C:21]=3[Cl:26])[C:6]=2[CH:27]=1. (5) Given the reactants C(O[C:4]([C:6]1[S:7][C:8]([C:11]2[CH:12]=[CH:13][C:14]3[N:15]([C:17]([C:20]([C:23]4[CH:24]=[CH:25][C:26]5[O:30][CH:29]=[CH:28][C:27]=5[CH:31]=4)([F:22])[F:21])=[N:18][N:19]=3)[N:16]=2)=[CH:9][CH:10]=1)=[O:5])C.[OH-].[Na+].CN(C(ON1N=NC2C=CC=NC1=2)=[N+](C)C)C.F[P-](F)(F)(F)(F)F.C1C=CC2N(O)N=NC=2C=1.CCN(C(C)C)C(C)C.[CH3:77][N:78]1[CH2:83][CH2:82][NH:81][CH2:80][CH2:79]1, predict the reaction product. The product is: [O:30]1[C:26]2[CH:25]=[CH:24][C:23]([C:20]([F:21])([F:22])[C:17]3[N:15]4[N:16]=[C:11]([C:8]5[S:7][C:6]([C:4]([N:81]6[CH2:82][CH2:83][N:78]([CH3:77])[CH2:79][CH2:80]6)=[O:5])=[CH:10][CH:9]=5)[CH:12]=[CH:13][C:14]4=[N:19][N:18]=3)=[CH:31][C:27]=2[CH:28]=[CH:29]1. (6) Given the reactants Cl[C:2]1[N:7]=[C:6]([C:8]2[C:9]([C:18]3[CH:19]=[C:20]([NH:24][C:25](=[O:34])[C:26]4[C:31]([F:32])=[CH:30][CH:29]=[CH:28][C:27]=4[F:33])[CH:21]=[CH:22][CH:23]=3)=[N:10][N:11]3[CH:16]=[C:15]([F:17])[CH:14]=[CH:13][C:12]=23)[CH:5]=[CH:4][N:3]=1.[CH3:35][N:36]([CH3:47])[CH2:37][CH2:38][O:39][C:40]1[CH:41]=[C:42]([CH:44]=[CH:45][CH:46]=1)[NH2:43], predict the reaction product. The product is: [CH3:35][N:36]([CH3:47])[CH2:37][CH2:38][O:39][C:40]1[CH:41]=[C:42]([NH:43][C:2]2[N:7]=[C:6]([C:8]3[C:9]([C:18]4[CH:19]=[C:20]([NH:24][C:25](=[O:34])[C:26]5[C:27]([F:33])=[CH:28][CH:29]=[CH:30][C:31]=5[F:32])[CH:21]=[CH:22][CH:23]=4)=[N:10][N:11]4[CH:12]=[CH:13][CH:14]=[C:15]([F:17])[C:16]=34)[CH:5]=[CH:4][N:3]=2)[CH:44]=[CH:45][CH:46]=1. (7) Given the reactants [CH:1]1[C:14]2[CH:13]=[C:12](B(O)O)[C:11]3[C:6](=[CH:7][CH:8]=[CH:9][CH:10]=3)[C:5]=2[CH:4]=[CH:3][CH:2]=1.Br[C:19]1[CH:20]=[C:21]([C:26]2[N:31]=[C:30]([C:32]3[CH:37]=[CH:36][C:35]([CH3:38])=[CH:34][CH:33]=3)[N:29]=[C:28]([C:39]3[CH:44]=[CH:43][C:42]([CH3:45])=[CH:41][CH:40]=3)[N:27]=2)[CH:22]=[C:23](Br)[CH:24]=1.[OH-].[Na+], predict the reaction product. The product is: [CH:1]1[C:14]2[CH:13]=[C:12]([C:19]3[CH:20]=[C:21]([C:26]4[N:31]=[C:30]([C:32]5[CH:37]=[CH:36][C:35]([CH3:38])=[CH:34][CH:33]=5)[N:29]=[C:28]([C:39]5[CH:44]=[CH:43][C:42]([CH3:45])=[CH:41][CH:40]=5)[N:27]=4)[CH:22]=[C:23]([C:13]4[C:14]5[C:5]([C:6]6[CH:7]=[CH:8][CH:9]=[CH:10][C:11]=6[CH:12]=4)=[CH:4][CH:3]=[CH:2][CH:1]=5)[CH:24]=3)[C:11]3[C:6](=[CH:7][CH:8]=[CH:9][CH:10]=3)[C:5]=2[CH:4]=[CH:3][CH:2]=1. (8) Given the reactants [NH2:1][C:2]1[S:3][C:4]([CH2:12][CH2:13][N:14]2[C:22](=[O:23])[C:21]3[C:16](=[CH:17][CH:18]=[CH:19][CH:20]=3)[C:15]2=[O:24])=[CH:5][C:6]=1[C:7]([O:9]CC)=O.C(O)(=O)C.[CH:29](N)=[NH:30], predict the reaction product. The product is: [OH:9][C:7]1[C:6]2[CH:5]=[C:4]([CH2:12][CH2:13][N:14]3[C:22](=[O:23])[C:21]4[C:16](=[CH:17][CH:18]=[CH:19][CH:20]=4)[C:15]3=[O:24])[S:3][C:2]=2[N:1]=[CH:29][N:30]=1. (9) Given the reactants [Na+].[CH2:2]([O:5][C:6]1([CH3:35])[CH2:11][CH2:10][N:9]([C:12]2[N:17]3[CH:18]=[C:19]([C:21]([O-:23])=O)[N:20]=[C:16]3[CH:15]=[C:14]([CH3:24])[C:13]=2[C@H:25]([O:30][C:31]([CH3:34])([CH3:33])[CH3:32])[C:26]([O:28][CH3:29])=[O:27])[CH2:8][CH2:7]1)[CH:3]=[CH2:4].[CH2:36]([O:40][C:41]1[CH:48]=[CH:47][C:46]([F:49])=[CH:45][C:42]=1[CH2:43][NH2:44])[CH2:37][CH:38]=[CH2:39].C(OC1C=CC=CC=1CNC(C1N=C2C=C(C)C([C@H](OC(C)(C)C)C(OC)=O)=C(N3CCC(CCC=C)(C)CC3)N2C=1)=O)C=C, predict the reaction product. The product is: [CH2:36]([O:40][C:41]1[CH:48]=[CH:47][C:46]([F:49])=[CH:45][C:42]=1[CH2:43][NH:44][C:21]([C:19]1[N:20]=[C:16]2[CH:15]=[C:14]([CH3:24])[C:13]([C@H:25]([O:30][C:31]([CH3:32])([CH3:34])[CH3:33])[C:26]([O:28][CH3:29])=[O:27])=[C:12]([N:9]3[CH2:10][CH2:11][C:6]([CH3:35])([O:5][CH2:2][CH:3]=[CH2:4])[CH2:7][CH2:8]3)[N:17]2[CH:18]=1)=[O:23])[CH2:37][CH:38]=[CH2:39].